Dataset: Forward reaction prediction with 1.9M reactions from USPTO patents (1976-2016). Task: Predict the product of the given reaction. (1) Given the reactants [F:1][C:2]1[C:7]([F:8])=[CH:6][CH:5]=[CH:4][C:3]=1[C@:9]12[CH2:16][O:15][C@H:14]([CH2:17][O:18][C:19]([C:32]3[CH:37]=[CH:36][CH:35]=[CH:34][CH:33]=3)([C:26]3[CH:31]=[CH:30][CH:29]=[CH:28][CH:27]=3)[C:20]3[CH:25]=[CH:24][CH:23]=[CH:22][CH:21]=3)[C@H:13]1[CH2:12][O:11][NH:10]2, predict the reaction product. The product is: [NH2:10][C@@:9]1([C:3]2[CH:4]=[CH:5][CH:6]=[C:7]([F:8])[C:2]=2[F:1])[CH2:16][O:15][C@H:14]([CH2:17][O:18][C:19]([C:26]2[CH:27]=[CH:28][CH:29]=[CH:30][CH:31]=2)([C:32]2[CH:37]=[CH:36][CH:35]=[CH:34][CH:33]=2)[C:20]2[CH:21]=[CH:22][CH:23]=[CH:24][CH:25]=2)[C@H:13]1[CH2:12][OH:11]. (2) Given the reactants [Cl-].[Li+].[CH2:3]1[C:11]2[C:6](=[CH:7][CH:8]=[CH:9][CH:10]=2)[CH2:5][CH:4]1[C:12](=[O:20])[CH2:13]P(=O)(OC)OC.[F:21][C@H:22]1[CH2:26][C@H:25]([O:27][CH:28]2[CH2:33][CH2:32][CH2:31][CH2:30][O:29]2)[C@H:24]([CH2:34]/[CH:35]=[CH:36]\[CH2:37][CH2:38][CH2:39][C:40]([O:42][CH:43]([CH3:45])[CH3:44])=[O:41])[C@H:23]1[CH:46]=O.OS([O-])(=O)=O.[K+], predict the reaction product. The product is: [CH2:5]1[C:6]2[C:11](=[CH:10][CH:9]=[CH:8][CH:7]=2)[CH2:3][CH:4]1[C:12](=[O:20])/[CH:13]=[CH:46]/[C@H:23]1[C@@H:22]([F:21])[CH2:26][C@H:25]([O:27][CH:28]2[CH2:33][CH2:32][CH2:31][CH2:30][O:29]2)[C@@H:24]1[CH2:34]/[CH:35]=[CH:36]\[CH2:37][CH2:38][CH2:39][C:40]([O:42][CH:43]([CH3:45])[CH3:44])=[O:41]. (3) Given the reactants [Br:1][C:2]1[CH:10]=[CH:9][C:8]([C:11]#[N:12])=[CH:7][C:3]=1[C:4]([OH:6])=O.[NH:13]1[C:22]2[C:17](=[CH:18][CH:19]=[CH:20][CH:21]=2)[CH2:16][CH2:15][CH2:14]1.C(N(C(C)C)C(C)C)C.[I-].ClC1C=CC=C[N+]=1C.C([O-])(O)=O.[Na+], predict the reaction product. The product is: [Br:1][C:2]1[CH:10]=[CH:9][C:8]([C:11]#[N:12])=[CH:7][C:3]=1[C:4]([N:13]1[C:22]2[C:17](=[CH:18][CH:19]=[CH:20][CH:21]=2)[CH2:16][CH2:15][CH2:14]1)=[O:6]. (4) Given the reactants [N:1]1[C:6]2[CH:7]=[CH:8][CH:9]=[CH:10][C:5]=2[C:4](=[O:11])[NH:3][N:2]=1.Br[CH2:13][CH2:14][CH2:15][C:16]([O:18][CH2:19][CH3:20])=[O:17].C(=O)([O-])[O-].[K+].[K+].O, predict the reaction product. The product is: [O:11]=[C:4]1[C:5]2[CH:10]=[CH:9][CH:8]=[CH:7][C:6]=2[N:1]=[N:2][N:3]1[CH2:13][CH2:14][CH2:15][C:16]([O:18][CH2:19][CH3:20])=[O:17]. (5) Given the reactants C1(P(C2CCCCC2)C2C=CC=CC=2C2C(C(C)C)=CC(C(C)C)=CC=2C(C)C)CCCCC1.[O:35]1[CH2:40][CH2:39][N:38]([C:41]2[CH:42]=[C:43]([NH2:47])[CH:44]=[N:45][CH:46]=2)[CH2:37][CH2:36]1.Cl[C:49]1[C:58]2[C:53](=[CH:54][C:55]([F:60])=[CH:56][C:57]=2[F:59])[N:52]=[C:51]([C:61]2[CH:66]=[C:65]([CH3:67])[CH:64]=[CH:63][N:62]=2)[C:50]=1[CH3:68].CC(C)([O-])C.[Na+], predict the reaction product. The product is: [F:59][C:57]1[CH:56]=[C:55]([F:60])[CH:54]=[C:53]2[C:58]=1[C:49]([NH:47][C:43]1[CH:44]=[N:45][CH:46]=[C:41]([N:38]3[CH2:39][CH2:40][O:35][CH2:36][CH2:37]3)[CH:42]=1)=[C:50]([CH3:68])[C:51]([C:61]1[CH:66]=[C:65]([CH3:67])[CH:64]=[CH:63][N:62]=1)=[N:52]2. (6) The product is: [Br:16][C:9]1[CH:10]=[N:11][C:12]2[C:7]([CH:8]=1)=[C:6]([F:17])[C:5]([CH2:4][C:3]([NH:20][NH2:21])=[O:2])=[C:14]([F:15])[CH:13]=2. Given the reactants C[O:2][C:3](=O)[CH2:4][C:5]1[C:6]([F:17])=[C:7]2[C:12](=[CH:13][C:14]=1[F:15])[N:11]=[CH:10][C:9]([Br:16])=[CH:8]2.O.[NH2:20][NH2:21], predict the reaction product.